This data is from Forward reaction prediction with 1.9M reactions from USPTO patents (1976-2016). The task is: Predict the product of the given reaction. (1) Given the reactants FC1C=C(C=C(F)C=1)C[C@H]1[C@@H]([C@H]2CCCCN2C(C2C=CC=CC=2)C2C=CC=CC=2)OC(=O)N1.[F:35][C:36]1[CH:37]=[C:38]([CH:65]=[C:66]([F:68])[CH:67]=1)[CH2:39][C@H:40]1[C@@H:44]([C@H:45]2[CH2:50][O:49][CH2:48][CH2:47][N:46]2[CH:51]([C:58]2[CH:63]=[CH:62][CH:61]=[CH:60][CH:59]=2)[C:52]2[CH:57]=[CH:56][CH:55]=[CH:54][CH:53]=2)[O:43][C:42](=[O:64])[NH:41]1.FC1C=C(C=C(F)C=1)C[C@@H]([C@@H]([C@H]1C[C@@H](OCC=C)CN1C(OC(C)(C)C)=O)O)C(O)=O.C(=O)([O-])[O-].[K+].[K+].BrC(C1C=CC=CC=1)C1C=CC=CC=1, predict the reaction product. The product is: [F:35][C:36]1[CH:37]=[C:38]([CH:65]=[C:66]([F:68])[CH:67]=1)[CH2:39][C@H:40]1[C@@H:44]([C@H:45]2[CH2:50][C@H:48]([OH:49])[CH2:47][N:46]2[CH:51]([C:52]2[CH:57]=[CH:56][CH:55]=[CH:54][CH:53]=2)[C:58]2[CH:63]=[CH:62][CH:61]=[CH:60][CH:59]=2)[O:43][C:42](=[O:64])[NH:41]1. (2) Given the reactants [C:1]([C:4]1[CH:5]=[N:6][C:7]2[C:12]([C:13]=1[NH:14][C:15]1[CH:16]=[CH:17][C:18]([N:21]3[CH2:26][CH2:25][CH2:24][C@H:23]([NH:27]C(=O)OC(C)(C)C)[CH2:22]3)=[N:19][CH:20]=1)=[N:11][C:10]([C:35]1[CH:40]=[C:39]([F:41])[C:38]([OH:42])=[C:37]([Cl:43])[CH:36]=1)=[CH:9][CH:8]=2)(=[O:3])[CH3:2].C(O)(C(F)(F)F)=O, predict the reaction product. The product is: [ClH:43].[ClH:43].[ClH:43].[NH2:27][C@H:23]1[CH2:24][CH2:25][CH2:26][N:21]([C:18]2[N:19]=[CH:20][C:15]([NH:14][C:13]3[C:12]4[C:7](=[CH:8][CH:9]=[C:10]([C:35]5[CH:40]=[C:39]([F:41])[C:38]([OH:42])=[C:37]([Cl:43])[CH:36]=5)[N:11]=4)[N:6]=[CH:5][C:4]=3[C:1](=[O:3])[CH3:2])=[CH:16][CH:17]=2)[CH2:22]1. (3) Given the reactants [F:1][C:2]1[CH:7]=[C:6]([CH3:8])[CH:5]=[CH:4][C:3]=1[OH:9].[N+:10]([O-])([OH:12])=[O:11], predict the reaction product. The product is: [F:1][C:2]1[CH:7]=[C:6]([CH3:8])[CH:5]=[C:4]([N+:10]([O-:12])=[O:11])[C:3]=1[OH:9]. (4) The product is: [F:15][C:12]1[CH:11]=[C:4]([CH:3]=[C:2]([F:1])[C:13]=1[O:19][CH2:16][C:17]#[CH:18])[C:5]([O:7][CH2:8][C:9]#[CH:10])=[O:6]. Given the reactants [F:1][C:2]1[CH:3]=[C:4]([CH:11]=[C:12]([F:15])[C:13]=1F)[C:5]([O:7][CH2:8][C:9]#[CH:10])=[O:6].[CH2:16]([OH:19])[C:17]#[CH:18].[H-].[Na+].O, predict the reaction product. (5) Given the reactants C[O:2][C:3](=[O:30])[CH2:4][CH2:5][NH:6][C:7](=[O:29])[C:8]1[CH:13]=[CH:12][C:11]([CH:14]([O:21][C:22]2[CH:27]=[CH:26][C:25]([OH:28])=[CH:24][CH:23]=2)[CH2:15][CH2:16][CH2:17][CH2:18][CH2:19][CH3:20])=[CH:10][CH:9]=1.Br[CH2:32][CH2:33][CH2:34][CH:35]([CH3:37])[CH3:36], predict the reaction product. The product is: [CH3:36][CH:35]([CH3:37])[CH2:34][CH2:33][CH2:32][O:28][C:25]1[CH:24]=[CH:23][C:22]([O:21][CH:14]([C:11]2[CH:12]=[CH:13][C:8]([C:7]([NH:6][CH2:5][CH2:4][C:3]([OH:2])=[O:30])=[O:29])=[CH:9][CH:10]=2)[CH2:15][CH2:16][CH2:17][CH2:18][CH2:19][CH3:20])=[CH:27][CH:26]=1. (6) Given the reactants Br[C:2]1[CH:3]=[C:4]([C:8]2([CH3:18])[CH2:13][N:12]3[CH:14]=[CH:15][N:16]=[C:11]3[C:10]([NH2:17])=[N:9]2)[CH:5]=[CH:6][CH:7]=1.[CH3:19][O:20][C:21]1[CH:22]=[C:23](B(O)O)[CH:24]=[N:25][CH:26]=1.C(=O)([O-])[O-].[K+].[K+], predict the reaction product. The product is: [CH3:19][O:20][C:21]1[CH:22]=[C:23]([C:2]2[CH:3]=[C:4]([C:8]3([CH3:18])[CH2:13][N:12]4[CH:14]=[CH:15][N:16]=[C:11]4[C:10]([NH2:17])=[N:9]3)[CH:5]=[CH:6][CH:7]=2)[CH:24]=[N:25][CH:26]=1.